This data is from Catalyst prediction with 721,799 reactions and 888 catalyst types from USPTO. The task is: Predict which catalyst facilitates the given reaction. (1) Reactant: [Br:1][C:2]1[N:3]([CH2:11][O:12][CH2:13][CH2:14][Si:15]([CH3:18])([CH3:17])[CH3:16])[CH:4]=[C:5]([C:7]([O:9]C)=[O:8])[N:6]=1.O[Li].O. Product: [Br:1][C:2]1[N:3]([CH2:11][O:12][CH2:13][CH2:14][Si:15]([CH3:18])([CH3:17])[CH3:16])[CH:4]=[C:5]([C:7]([OH:9])=[O:8])[N:6]=1. The catalyst class is: 87. (2) Reactant: [NH2:1][CH:2]([CH2:18][C:19]1[CH:24]=[CH:23][C:22]([C:25]([F:28])([F:27])[F:26])=[CH:21][CH:20]=1)[CH:3]([C:5]1[CH:10]=[CH:9][C:8]([O:11][C:12]2[CH:17]=[CH:16][CH:15]=[CH:14][CH:13]=2)=[CH:7][CH:6]=1)[OH:4].[F:29][C:30]1[C:39]2[C:34](=[CH:35][CH:36]=[CH:37][CH:38]=2)[C:33]([C:40](O)=[O:41])=[CH:32][CH:31]=1.Cl.C(N=C=NCCCN(C)C)C.ON1C2C=CC=CC=2N=N1. Product: [OH:4][CH:3]([C:5]1[CH:6]=[CH:7][C:8]([O:11][C:12]2[CH:17]=[CH:16][CH:15]=[CH:14][CH:13]=2)=[CH:9][CH:10]=1)[CH:2]([NH:1][C:40]([C:33]1[C:34]2[C:39](=[CH:38][CH:37]=[CH:36][CH:35]=2)[C:30]([F:29])=[CH:31][CH:32]=1)=[O:41])[CH2:18][C:19]1[CH:20]=[CH:21][C:22]([C:25]([F:26])([F:27])[F:28])=[CH:23][CH:24]=1. The catalyst class is: 47. (3) Reactant: [CH3:1][CH:2]([CH3:31])[CH2:3][CH:4]([C:22]1[CH:30]=[CH:29][C:25]([C:26]([OH:28])=O)=[CH:24][N:23]=1)[NH:5][C:6]1[CH:11]=[CH:10][C:9]([C:12]2[CH:17]=[CH:16][C:15]([C:18]([F:21])([F:20])[F:19])=[CH:14][CH:13]=2)=[CH:8][CH:7]=1.C(N1C=CN=C1)(N1C=CN=C1)=O.C(N(CC)C(C)C)(C)C.[NH2:53][C:54]1[NH:58][N:57]=[N:56][N:55]=1. Product: [CH3:1][CH:2]([CH3:31])[CH2:3][CH:4]([C:22]1[CH:30]=[CH:29][C:25]([C:26]([NH:53][C:54]2[N:55]=[N:56][NH:57][N:58]=2)=[O:28])=[CH:24][N:23]=1)[NH:5][C:6]1[CH:11]=[CH:10][C:9]([C:12]2[CH:17]=[CH:16][C:15]([C:18]([F:19])([F:21])[F:20])=[CH:14][CH:13]=2)=[CH:8][CH:7]=1. The catalyst class is: 9. (4) Reactant: Br[C:2]1[CH:3]=[CH:4][C:5]([Cl:8])=[N:6][CH:7]=1.[C:9]1(=[O:14])[CH2:13][CH2:12][CH2:11][CH2:10]1. Product: [Cl:8][C:5]1[N:6]=[CH:7][C:2]([C:9]2([OH:14])[CH2:13][CH2:12][CH2:11][CH2:10]2)=[CH:3][CH:4]=1. The catalyst class is: 27. (5) Reactant: [NH2:1][C:2]1[CH:3]=[C:4]([CH:22]=[CH:23][C:24]=1[CH3:25])[C:5]([N:7]1[CH2:13][CH2:12][CH2:11][CH:10]([C:14]2[CH:21]=[CH:20][C:17]([C:18]#[N:19])=[CH:16][CH:15]=2)[CH2:9][CH2:8]1)=[O:6].C(N(CC)C(C)C)(C)C.[F:35][C:36]1[CH:44]=[CH:43][C:39]([C:40](Cl)=[O:41])=[CH:38][N:37]=1. Product: [C:18]([C:17]1[CH:20]=[CH:21][C:14]([CH:10]2[CH2:11][CH2:12][CH2:13][N:7]([C:5]([C:4]3[CH:22]=[CH:23][C:24]([CH3:25])=[C:2]([NH:1][C:40](=[O:41])[C:39]4[CH:43]=[CH:44][C:36]([F:35])=[N:37][CH:38]=4)[CH:3]=3)=[O:6])[CH2:8][CH2:9]2)=[CH:15][CH:16]=1)#[N:19]. The catalyst class is: 4. (6) Reactant: C(OC([N:8]1[CH2:13][CH2:12][CH:11]([O:14][C:15]2[CH:20]=[CH:19][C:18]([C:21]3[CH:26]([CH3:27])[CH2:25][C:24](=[O:28])[NH:23][N:22]=3)=[CH:17][CH:16]=2)[CH2:10][CH2:9]1)=O)(C)(C)C.FC(F)(F)C(O)=O. Product: [CH3:27][CH:26]1[C:21]([C:18]2[CH:17]=[CH:16][C:15]([O:14][CH:11]3[CH2:12][CH2:13][NH:8][CH2:9][CH2:10]3)=[CH:20][CH:19]=2)=[N:22][NH:23][C:24](=[O:28])[CH2:25]1. The catalyst class is: 2.